Dataset: Full USPTO retrosynthesis dataset with 1.9M reactions from patents (1976-2016). Task: Predict the reactants needed to synthesize the given product. Given the product [CH:1]1([C:5]2[N:9]3[CH:10]=[CH:11][N:12]=[C:13]([NH2:14])[C:8]3=[C:7]([C:15]3[CH:24]=[C:23]4[C:18]([CH:19]=[CH:20][C:21]([C:26]5[S:25][CH:29]=[CH:28][CH:27]=5)=[N:22]4)=[CH:17][CH:16]=3)[N:6]=2)[CH2:2][CH2:3][CH2:4]1, predict the reactants needed to synthesize it. The reactants are: [CH:1]1([C:5]2[N:9]3[CH:10]=[CH:11][N:12]=[C:13]([NH2:14])[C:8]3=[C:7]([C:15]3[CH:24]=[C:23]4[C:18]([CH:19]=[CH:20][CH:21]=[N:22]4)=[CH:17][CH:16]=3)[N:6]=2)[CH2:4][CH2:3][CH2:2]1.[S:25]1[CH:29]=[CH:28][CH:27]=[C:26]1[Li].